This data is from Forward reaction prediction with 1.9M reactions from USPTO patents (1976-2016). The task is: Predict the product of the given reaction. (1) The product is: [CH3:1][S:2]([NH:5][C:6]1[CH:11]=[CH:10][C:9]([N:16]2[CH:17]=[C:18]3[C:19]([CH2:20][CH2:21][N:22]([C:25]([O:27][C:28]([CH3:31])([CH3:30])[CH3:29])=[O:26])[CH2:23][CH2:24]3)=[N:15]2)=[CH:8][CH:7]=1)(=[O:4])=[O:3]. Given the reactants [CH3:1][S:2]([NH:5][C:6]1[CH:11]=[CH:10][C:9](B(O)O)=[CH:8][CH:7]=1)(=[O:4])=[O:3].[N:15]1[NH:16][CH:17]=[C:18]2[CH2:24][CH2:23][N:22]([C:25]([O:27][C:28]([CH3:31])([CH3:30])[CH3:29])=[O:26])[CH2:21][CH2:20][C:19]=12, predict the reaction product. (2) Given the reactants [CH3:1][N:2]([CH2:16][CH2:17][NH:18][CH3:19])[S:3]([C:6]1[CH:11]=[CH:10][C:9]([O:12][CH3:13])=[C:8]([O:14][CH3:15])[CH:7]=1)(=[O:5])=[O:4].CCN(C(C)C)C(C)C.[O:29]1[C:35]2[CH:36]=[CH:37][C:38]([S:40](Cl)(=[O:42])=[O:41])=[CH:39][C:34]=2[O:33][CH2:32][CH2:31][CH2:30]1, predict the reaction product. The product is: [CH3:15][O:14][C:8]1[CH:7]=[C:6]([S:3]([N:2]([CH3:1])[CH2:16][CH2:17][N:18]([CH3:19])[S:40]([C:38]2[CH:37]=[CH:36][C:35]3[O:29][CH2:30][CH2:31][CH2:32][O:33][C:34]=3[CH:39]=2)(=[O:41])=[O:42])(=[O:4])=[O:5])[CH:11]=[CH:10][C:9]=1[O:12][CH3:13]. (3) Given the reactants [C:1]([C:5]1[CH:12]=[CH:11][C:8]([CH:9]=[CH2:10])=[CH:7][CH:6]=1)([CH3:4])([CH3:3])[CH3:2].[CH:13]([N:15]1[CH2:19][CH2:18][CH2:17][C:16]1=[O:20])=[CH2:14], predict the reaction product. The product is: [CH3:4][C:1]([C:5]1[CH:6]=[CH:7][C:8]([CH:9]=[CH2:10])=[CH:11][CH:12]=1)([CH3:2])[CH3:3].[CH2:14]=[CH:13][N:15]1[C:16](=[O:20])[CH2:17][CH2:18][CH2:19]1.